Dataset: Full USPTO retrosynthesis dataset with 1.9M reactions from patents (1976-2016). Task: Predict the reactants needed to synthesize the given product. (1) Given the product [C:28]([O:27][C@H:5]([CH2:6][CH2:7][CH2:8][O:9][Si:10]([C:23]([CH3:24])([CH3:26])[CH3:25])([C:17]1[CH:18]=[CH:19][CH:20]=[CH:21][CH:22]=1)[C:11]1[CH:12]=[CH:13][CH:14]=[CH:15][CH:16]=1)[CH2:4][C:2]([Br:1])=[CH2:3])(=[O:35])[C:29]1[CH:34]=[CH:33][CH:32]=[CH:31][CH:30]=1, predict the reactants needed to synthesize it. The reactants are: [Br:1][C:2]([CH2:4][C@@H:5]([OH:27])[CH2:6][CH2:7][CH2:8][O:9][Si:10]([C:23]([CH3:26])([CH3:25])[CH3:24])([C:17]1[CH:22]=[CH:21][CH:20]=[CH:19][CH:18]=1)[C:11]1[CH:16]=[CH:15][CH:14]=[CH:13][CH:12]=1)=[CH2:3].[C:28](O)(=[O:35])[C:29]1[CH:34]=[CH:33][CH:32]=[CH:31][CH:30]=1.C1(P(C2C=CC=CC=2)C2C=CC=CC=2)C=CC=CC=1.CCOC(/N=N/C(OCC)=O)=O. (2) Given the product [CH2:23]([O:25][C:26]([C:27]1[CH:28]=[C:29]([CH3:30])[S:10][C:32]=1[C:33]1[CH:38]=[CH:37][CH:36]=[C:35]([O:39][CH3:40])[CH:34]=1)=[O:42])[CH3:24], predict the reactants needed to synthesize it. The reactants are: COC1C=CC(P2(SP(C3C=CC(OC)=CC=3)(=S)S2)=[S:10])=CC=1.[CH2:23]([O:25][C:26](=[O:42])[CH:27]([C:32](=O)[C:33]1[CH:38]=[CH:37][CH:36]=[C:35]([O:39][CH3:40])[CH:34]=1)[CH2:28][C:29](=O)[CH3:30])[CH3:24].CCCCCC.C(OCC)(=O)C. (3) Given the product [F:18][C:17]([F:20])([F:19])[S:14]([O:1][C:2]1[C:3]2[CH2:4][CH2:5][CH2:6][C:7](=[O:12])[C:8]=2[CH:9]=[CH:10][CH:11]=1)(=[O:15])=[O:13], predict the reactants needed to synthesize it. The reactants are: [OH:1][C:2]1[CH:11]=[CH:10][CH:9]=[C:8]2[C:3]=1[CH2:4][CH2:5][CH2:6][C:7]2=[O:12].[O:13](S(C(F)(F)F)(=O)=O)[S:14]([C:17]([F:20])([F:19])[F:18])(=O)=[O:15]. (4) Given the product [C:10]1([N:9]=[CH:8][O:24][CH2:25][CH3:26])[CH:11]=[CH:12][CH:13]=[CH:14][CH:15]=1, predict the reactants needed to synthesize it. The reactants are: C1(N[CH:8]=[N:9][C:10]2[CH:15]=[CH:14][CH:13]=[CH:12][CH:11]=2)C=CC=CC=1.NC1C=CC=CC=1.C(OCC)(OCC)[O:24][CH2:25][CH3:26].